Task: Regression/Classification. Given a drug SMILES string, predict its toxicity properties. Task type varies by dataset: regression for continuous values (e.g., LD50, hERG inhibition percentage) or binary classification for toxic/non-toxic outcomes (e.g., AMES mutagenicity, cardiotoxicity, hepatotoxicity). Dataset: ld50_zhu.. Dataset: Acute oral toxicity (LD50) regression data from Zhu et al. (1) The molecule is CCP(=O)(OC)Oc1ccc([N+](=O)[O-])cc1. The rat oral LD50 is 5.21, given as -log10 of the dose in mol/kg body weight (higher means more acutely toxic). (2) The drug is CN1CCC23CCCCC2C1Cc1ccc(O)cc13. The rat oral LD50 is 3.23, given as -log10 of the dose in mol/kg body weight (higher means more acutely toxic). (3) The molecule is Cc1cc(OC(=O)N(C)C)nn1C(=O)N(C)C. The rat oral LD50 is 3.98, given as -log10 of the dose in mol/kg body weight (higher means more acutely toxic). (4) The drug is Cc1ccccc1N1C(=O)C=CC1=O. The rat oral LD50 is 2.87, given as -log10 of the dose in mol/kg body weight (higher means more acutely toxic). (5) The compound is CS(=O)C(C)(C)CO. The rat oral LD50 is 1.08, given as -log10 of the dose in mol/kg body weight (higher means more acutely toxic). (6) The molecule is COC1CCC=CO1. The rat oral LD50 is 1.91, given as -log10 of the dose in mol/kg body weight (higher means more acutely toxic). (7) The compound is CCC(C(c1ccc(Cl)cc1)c1ccc(Cl)cc1)[N+](=O)[O-]. The rat oral LD50 is 3.03, given as -log10 of the dose in mol/kg body weight (higher means more acutely toxic).